This data is from Forward reaction prediction with 1.9M reactions from USPTO patents (1976-2016). The task is: Predict the product of the given reaction. (1) Given the reactants CN(C)[CH:3]=[C:4]1[CH2:8][CH2:7][CH:6]([C:9]([O:11][CH2:12][CH3:13])=[O:10])[C:5]1=O.[N+]([O-])(O)=O.[N+]([O-])(O)=O.[CH3:24][O:25][C:26]1[CH:27]=[C:28]([NH:38][C:39]([NH2:41])=[NH:40])[CH:29]=[CH:30][C:31]=1[N:32]1[CH:36]=[C:35]([CH3:37])[N:34]=[CH:33]1, predict the reaction product. The product is: [CH3:24][O:25][C:26]1[CH:27]=[C:28]([NH:38][C:39]2[N:41]=[CH:3][C:4]3[CH2:8][CH2:7][CH:6]([C:9]([O:11][CH2:12][CH3:13])=[O:10])[C:5]=3[N:40]=2)[CH:29]=[CH:30][C:31]=1[N:32]1[CH:36]=[C:35]([CH3:37])[N:34]=[CH:33]1. (2) Given the reactants [Br:1][C:2]1[C:3]([CH:13]([F:15])[F:14])=[CH:4][C:5]([F:12])=[C:6]([CH:11]=1)[C:7](OC)=[O:8].[BH4-].[Na+].CO, predict the reaction product. The product is: [Br:1][C:2]1[C:3]([CH:13]([F:15])[F:14])=[CH:4][C:5]([F:12])=[C:6]([CH2:7][OH:8])[CH:11]=1. (3) Given the reactants Cl[CH2:2][C:3]([N:5]1[CH2:10][CH2:9][S:8][C:7]2[CH:11]=[C:12]([N+:15]([O-:17])=[O:16])[CH:13]=[CH:14][C:6]1=2)=[O:4].Cl.O1CCOCC1.[NH2:25][CH2:26][CH2:27][OH:28].N, predict the reaction product. The product is: [OH:28][CH2:27][CH2:26][NH:25][CH2:2][C:3]([N:5]1[CH2:10][CH2:9][S:8][C:7]2[CH:11]=[C:12]([N+:15]([O-:17])=[O:16])[CH:13]=[CH:14][C:6]1=2)=[O:4]. (4) The product is: [C:1]([C:5]1[N:10]=[CH:9][N:8]=[C:7]([NH:11][C:12](=[O:13])[NH:14][C:15]2[CH:20]=[CH:19][C:18]([O:21][C:22]3[CH:27]=[CH:26][N:25]=[C:24]([C:28](=[S:45])[NH2:29])[CH:23]=3)=[CH:17][CH:16]=2)[CH:6]=1)([CH3:4])([CH3:3])[CH3:2]. Given the reactants [C:1]([C:5]1[N:10]=[CH:9][N:8]=[C:7]([NH:11][C:12]([NH:14][C:15]2[CH:20]=[CH:19][C:18]([O:21][C:22]3[CH:27]=[CH:26][N:25]=[C:24]([C:28]#[N:29])[CH:23]=3)=[CH:17][C:16]=2F)=[O:13])[CH:6]=1)([CH3:4])([CH3:3])[CH3:2].NC1C=CC(OC2C=CN=C(C(=[S:45])N)C=2)=CC=1, predict the reaction product.